Dataset: Catalyst prediction with 721,799 reactions and 888 catalyst types from USPTO. Task: Predict which catalyst facilitates the given reaction. (1) Reactant: [CH:1]([O:4][C:5]1[CH:10]=[CH:9][C:8]([C:11]2[CH:16]=[CH:15][C:14]([C:17]3[S:21][C:20]([CH:22]4[CH2:27][CH:26]([C:28]([O-:30])=[O:29])[CH2:25][CH2:24][CH2:23]4)=[N:19][N:18]=3)=[CH:13][CH:12]=2)=[CH:7][CH:6]=1)([CH3:3])[CH3:2].C1COCC1.[OH-].[K+].Cl. Product: [CH:1]([O:4][C:5]1[CH:6]=[CH:7][C:8]([C:11]2[CH:16]=[CH:15][C:14]([C:17]3[S:21][C:20]([CH:22]4[CH2:27][CH:26]([C:28]([OH:30])=[O:29])[CH2:25][CH2:24][CH2:23]4)=[N:19][N:18]=3)=[CH:13][CH:12]=2)=[CH:9][CH:10]=1)([CH3:3])[CH3:2]. The catalyst class is: 97. (2) Reactant: [In].[CH3:2][O:3][CH:4]([O:7][CH3:8])[CH:5]=[O:6].[CH2:9](Br)[CH:10]=[CH2:11]. Product: [OH:6][CH:5]([CH2:11][CH:10]=[CH2:9])[CH:4]([O:7][CH3:8])[O:3][CH3:2]. The catalyst class is: 8. (3) Reactant: C[Si](C)(C)CCOC[N:7]1[C:11]([C:12]2C=C3C(=CC=2)C=NC=C3)=[CH:10][N:9]=[C:8]1[S:22]([C:25]1[CH:30]=[CH:29][CH:28]=[CH:27][CH:26]=1)(=O)=O.N1C=CN=C1C[O:39][CH2:40][CH2:41][Si:42]([CH3:45])([CH3:44])[CH3:43].C([Li])CCC.C1(SSC2C=CC=CC=2)C=CC=CC=1. Product: [CH3:43][Si:42]([CH3:45])([CH3:44])[CH2:41][CH2:40][O:39][CH2:12][C:11]1[N:7]=[C:8]([S:22][C:25]2[CH:26]=[CH:27][CH:28]=[CH:29][CH:30]=2)[NH:9][CH:10]=1. The catalyst class is: 1. (4) Reactant: [F:1][C:2]([F:19])([F:18])[C:3]1[CH:4]=[C:5]2[C:9](=[CH:10][CH:11]=1)[CH2:8][C:7](C(O)=O)([C:12]([OH:14])=[O:13])[CH2:6]2. Product: [F:1][C:2]([F:18])([F:19])[C:3]1[CH:4]=[C:5]2[C:9](=[CH:10][CH:11]=1)[CH2:8][CH:7]([C:12]([OH:14])=[O:13])[CH2:6]2. The catalyst class is: 74. (5) Reactant: [F:1][C:2]1[CH:3]=[C:4]([CH:9]=[CH:10][C:11]=1[C:12]1[C:16]2=[N:17][CH:18]=[CH:19][CH:20]=[C:15]2[NH:14][N:13]=1)[C:5]([O:7][CH3:8])=[O:6].[Br:21][C:22]1[CH:30]=[C:29]([CH3:31])[C:25]([C:26](Cl)=[O:27])=[C:24]([Cl:32])[CH:23]=1.CC(=O)OCC. Product: [Br:21][C:22]1[CH:30]=[C:29]([CH3:31])[C:25]([C:26]([N:14]2[C:15]3[C:16](=[N:17][CH:18]=[CH:19][CH:20]=3)[C:12]([C:11]3[CH:10]=[CH:9][C:4]([C:5]([O:7][CH3:8])=[O:6])=[CH:3][C:2]=3[F:1])=[N:13]2)=[O:27])=[C:24]([Cl:32])[CH:23]=1. The catalyst class is: 64. (6) Reactant: [CH:1]1([C:4]2[N:5]=[C:6]3[C:12]([C:13]([OH:15])=O)=[CH:11][N:10]([CH2:16][O:17][CH2:18][CH2:19][Si:20]([CH3:23])([CH3:22])[CH3:21])[C:7]3=[N:8][CH:9]=2)[CH2:3][CH2:2]1.Cl.[CH3:25][S:26]([N:29]1[CH2:33][CH2:32][CH:31]([NH2:34])[CH2:30]1)(=[O:28])=[O:27].C(Cl)CCl.C1C=CC2N(O)N=NC=2C=1.CCN(C(C)C)C(C)C. Product: [CH3:25][S:26]([N:29]1[CH2:33][CH2:32][CH:31]([NH:34][C:13]([C:12]2[C:6]3[C:7](=[N:8][CH:9]=[C:4]([CH:1]4[CH2:2][CH2:3]4)[N:5]=3)[N:10]([CH2:16][O:17][CH2:18][CH2:19][Si:20]([CH3:23])([CH3:21])[CH3:22])[CH:11]=2)=[O:15])[CH2:30]1)(=[O:28])=[O:27]. The catalyst class is: 3. (7) Reactant: [CH2:1]([O:8][C:9]1[CH:14]=[CH:13][C:12](B(O)O)=[CH:11][C:10]=1[O:18][CH3:19])[C:2]1[CH:7]=[CH:6][CH:5]=[CH:4][CH:3]=1.Br[C:21]1[CH:22]=[C:23]([C:27]2[CH:32]=[CH:31][CH:30]=[C:29]([C:33]([F:36])([F:35])[F:34])[N:28]=2)[CH:24]=[CH:25][CH:26]=1.C(=O)([O-])[O-].[Na+].[Na+]. Product: [CH2:1]([O:8][C:9]1[CH:14]=[CH:13][C:12]([C:25]2[CH:26]=[CH:21][CH:22]=[C:23]([C:27]3[CH:32]=[CH:31][CH:30]=[C:29]([C:33]([F:36])([F:34])[F:35])[N:28]=3)[CH:24]=2)=[CH:11][C:10]=1[O:18][CH3:19])[C:2]1[CH:7]=[CH:6][CH:5]=[CH:4][CH:3]=1. The catalyst class is: 335.